Dataset: Reaction yield outcomes from USPTO patents with 853,638 reactions. Task: Predict the reaction yield, written as a fraction of the theoretical maximum amount of product (1.0 means a 100% yield; for example, 0.34 means a 34% yield). (1) The reactants are [OH:1][C:2]1[CH:10]=[CH:9][CH:8]=[C:7]2[C:3]=1[CH:4]=[C:5]([CH3:11])[NH:6]2.[H-].[Na+].[CH2:14](Br)[C:15]1[CH:20]=[CH:19][CH:18]=[CH:17][CH:16]=1. The catalyst is CN(C=O)C.C(OCC)(=O)C. The product is [CH2:14]([N:6]1[C:7]2[C:3](=[C:2]([O:1][CH2:4][C:3]3[CH:7]=[CH:8][CH:9]=[CH:10][CH:2]=3)[CH:10]=[CH:9][CH:8]=2)[CH:4]=[C:5]1[CH3:11])[C:15]1[CH:20]=[CH:19][CH:18]=[CH:17][CH:16]=1. The yield is 0.720. (2) The reactants are [CH2:1]([N:8]1[CH2:13][CH2:12][CH:11]([OH:14])[CH2:10][CH2:9]1)[C:2]1[CH:7]=[CH:6][CH:5]=[CH:4][CH:3]=1.[Cl:15][C:16]1[CH:30]=[CH:29][CH:28]=[CH:27][C:17]=1[CH:18](O)[C:19]1[CH:24]=[CH:23][C:22]([Cl:25])=[CH:21][CH:20]=1.C1(C)C=CC(S(O)(=O)=O)=CC=1. The catalyst is C1(C)C=CC=CC=1.CCCC(C)C.C(OCC)(=O)C. The product is [CH2:1]([N:8]1[CH2:13][CH2:12][CH:11]([O:14][CH:18]([C:19]2[CH:20]=[CH:21][C:22]([Cl:25])=[CH:23][CH:24]=2)[C:17]2[CH:27]=[CH:28][CH:29]=[CH:30][C:16]=2[Cl:15])[CH2:10][CH2:9]1)[C:2]1[CH:3]=[CH:4][CH:5]=[CH:6][CH:7]=1. The yield is 0.810. (3) The reactants are [F:1][C:2]1[CH:7]=[CH:6][C:5]([N:8]2[C:12]([CH:13]([CH3:15])[CH3:14])=[C:11]([NH2:16])[CH:10]=[N:9]2)=[CH:4][CH:3]=1.[CH3:17][C:18]1[N:22]([CH:23]([CH3:27])[C:24](O)=[O:25])[N:21]=[C:20]([C:28]([F:31])([F:30])[F:29])[N:19]=1.C(N(C(C)C)CC)(C)C.CN(C(ON1N=NC2C=CC=NC1=2)=[N+](C)C)C.F[P-](F)(F)(F)(F)F. The catalyst is CN(C=O)C.O. The product is [F:1][C:2]1[CH:3]=[CH:4][C:5]([N:8]2[C:12]([CH:13]([CH3:14])[CH3:15])=[C:11]([NH:16][C:24](=[O:25])[CH:23]([N:22]3[C:18]([CH3:17])=[N:19][C:20]([C:28]([F:29])([F:30])[F:31])=[N:21]3)[CH3:27])[CH:10]=[N:9]2)=[CH:6][CH:7]=1. The yield is 0.310. (4) The reactants are [Cl:1][C:2]1[CH:11]=[CH:10][CH:9]=[C:8]2[C:3]=1[C:4](=[O:21])[N:5]([C:14]1[CH:19]=[CH:18][CH:17]=[CH:16][C:15]=1[CH3:20])[C:6]([CH2:12]Cl)=[N:7]2.[N:22]1[C:30]([NH2:31])=[C:29]2[C:25]([N:26]=[CH:27][NH:28]2)=[N:24][CH:23]=1.C([O-])([O-])=O.[K+].[K+]. The catalyst is CN(C=O)C. The product is [NH2:31][C:30]1[N:22]=[CH:23][N:24]=[C:25]2[C:29]=1[N:28]=[CH:27][N:26]2[CH2:12][C:6]1[N:5]([C:14]2[CH:19]=[CH:18][CH:17]=[CH:16][C:15]=2[CH3:20])[C:4](=[O:21])[C:3]2[C:8](=[CH:9][CH:10]=[CH:11][C:2]=2[Cl:1])[N:7]=1. The yield is 0.390. (5) The reactants are [C:1]([O:5][C:6]([N:8]1[CH2:12][CH2:11][CH2:10][C@@H:9]1[C:13]([OH:15])=O)=[O:7])([CH3:4])([CH3:3])[CH3:2].CN(C(O[N:24]1N=N[C:26]2C=CC=N[C:25]1=2)=[N+](C)C)C.F[P-](F)(F)(F)(F)F.C(N)C.CCN(C(C)C)C(C)C. The catalyst is CN(C=O)C.CCOC(C)=O. The product is [CH2:25]([NH:24][C:13]([C@H:9]1[CH2:10][CH2:11][CH2:12][N:8]1[C:6]([O:5][C:1]([CH3:2])([CH3:3])[CH3:4])=[O:7])=[O:15])[CH3:26]. The yield is 0.680. (6) The reactants are [C:1]1(=[O:7])[CH2:6][CH2:5][CH2:4][CH:3]=[CH:2]1.[CH2:8]([SH:24])[CH2:9][CH2:10][CH2:11][CH2:12][CH2:13][CH2:14][CH2:15][CH2:16][CH2:17][CH2:18][CH2:19][CH2:20][CH2:21][CH2:22][CH3:23]. The catalyst is [OH-].[Na+].C1COCC1. The product is [CH2:8]([S:24][CH:3]1[CH2:4][CH2:5][CH2:6][C:1](=[O:7])[CH2:2]1)[CH2:9][CH2:10][CH2:11][CH2:12][CH2:13][CH2:14][CH2:15][CH2:16][CH2:17][CH2:18][CH2:19][CH2:20][CH2:21][CH2:22][CH3:23]. The yield is 0.700. (7) The reactants are [C:1]([O:5][C:6]([N:8]1[CH2:13][CH2:12][CH:11]([N:14]2[CH2:18][CH2:17][C@@H:16]([CH2:19][C:20]3[C:25]([Cl:26])=[CH:24][C:23]([O:27]CC4C=CC=CC=4)=[CH:22][C:21]=3[Cl:35])[C:15]2=[O:36])[CH2:10][CH2:9]1)=[O:7])([CH3:4])([CH3:3])[CH3:2]. The catalyst is CCOC(C)=O.[OH-].[OH-].[Pd+2]. The product is [C:1]([O:5][C:6]([N:8]1[CH2:13][CH2:12][CH:11]([N:14]2[CH2:18][CH2:17][C@@H:16]([CH2:19][C:20]3[C:25]([Cl:26])=[CH:24][C:23]([OH:27])=[CH:22][C:21]=3[Cl:35])[C:15]2=[O:36])[CH2:10][CH2:9]1)=[O:7])([CH3:4])([CH3:2])[CH3:3]. The yield is 0.870.